This data is from Reaction yield outcomes from USPTO patents with 853,638 reactions. The task is: Predict the reaction yield, written as a fraction of the theoretical maximum amount of product (1.0 means a 100% yield; for example, 0.34 means a 34% yield). (1) The reactants are [F:1][C:2]([F:33])([F:32])[C:3]([NH:5][CH2:6][CH2:7][NH:8][C:9]([CH2:11][O:12][C@@H:13]1[C@H:17]([OH:18])[C@@H:16]([CH2:19][OH:20])[O:15][C@H:14]1[N:21]1[C:31]2[N:30]=[C:28]([NH2:29])[NH:27][C:25](=[O:26])[C:24]=2[N:23]=[CH:22]1)=[O:10])=[O:4].Cl[Si](C)(C)C.[O:39]([CH2:46][C:47](O[C:47](=[O:48])[CH2:46][O:39][C:40]1[CH:45]=[CH:44][CH:43]=[CH:42][CH:41]=1)=[O:48])[C:40]1[CH:45]=[CH:44][CH:43]=[CH:42][CH:41]=1. The catalyst is O. The product is [O:39]([CH2:46][C:47]([NH:29][C:28]1[NH:27][C:25](=[O:26])[C:24]2[N:23]=[CH:22][N:21]([C:31]=2[N:30]=1)[C@@H:14]1[O:15][C@H:16]([CH2:19][OH:20])[C@@H:17]([OH:18])[C@H:13]1[O:12][CH2:11][C:9](=[O:10])[NH:8][CH2:7][CH2:6][NH:5][C:3](=[O:4])[C:2]([F:1])([F:32])[F:33])=[O:48])[C:40]1[CH:45]=[CH:44][CH:43]=[CH:42][CH:41]=1. The yield is 0.840. (2) The reactants are [CH2:1]([N:4]1[CH:9]=[C:8]([O:10]CC2C=CC=CC=2)[C:7](=[O:18])[CH:6]=[C:5]1[CH:19]([F:21])[F:20])[CH:2]=[CH2:3].B(Br)(Br)Br. The catalyst is ClCCl. The product is [CH2:1]([N:4]1[CH:9]=[C:8]([OH:10])[C:7](=[O:18])[CH:6]=[C:5]1[CH:19]([F:21])[F:20])[CH:2]=[CH2:3]. The yield is 0.940. (3) The reactants are [F:1][C:2]1[CH:7]=[C:6]([F:8])[CH:5]=[CH:4][C:3]=1[C:9]1[CH:10]=[C:11]([N:15]2[CH2:20][CH2:19][N:18](C(OC(C)(C)C)=O)[CH2:17][CH2:16]2)[CH:12]=[N:13][CH:14]=1.C(OCC)(=O)C.Cl. The catalyst is C(OCC)(=O)C. The product is [F:1][C:2]1[CH:7]=[C:6]([F:8])[CH:5]=[CH:4][C:3]=1[C:9]1[CH:10]=[C:11]([N:15]2[CH2:16][CH2:17][NH:18][CH2:19][CH2:20]2)[CH:12]=[N:13][CH:14]=1. The yield is 0.940. (4) The product is [C:30]([NH:1][C:2]1[CH:3]=[C:4]2[C:9](=[CH:10][CH:11]=1)[N:8]=[C:7]([CH3:12])[N:6]([C:13]1[CH:14]=[CH:15][C:16]([O:19][CH2:20][CH2:21][CH2:22][N:23]3[CH2:28][CH2:27][CH2:26][CH2:25][CH2:24]3)=[CH:17][CH:18]=1)[C:5]2=[O:29])(=[O:32])[CH3:31]. The yield is 0.620. The reactants are [NH2:1][C:2]1[CH:3]=[C:4]2[C:9](=[CH:10][CH:11]=1)[N:8]=[C:7]([CH3:12])[N:6]([C:13]1[CH:18]=[CH:17][C:16]([O:19][CH2:20][CH2:21][CH2:22][N:23]3[CH2:28][CH2:27][CH2:26][CH2:25][CH2:24]3)=[CH:15][CH:14]=1)[C:5]2=[O:29].[C:30](Cl)(=[O:32])[CH3:31].C(OCC)(=O)C.[OH-].[Na+]. The catalyst is O1CCCC1.N1C=CC=CC=1. (5) The catalyst is C1(C)C=CC=CC=1. The reactants are [C:1]([CH:5]=P(C1C=CC=CC=1)(C1C=CC=CC=1)C1C=CC=CC=1)([O:3][CH3:4])=[O:2].O=[C:26]([CH2:32][C:33]([O:35][CH3:36])=[O:34])[CH2:27][C:28]([O:30][CH3:31])=[O:29]. The yield is 0.530. The product is [CH3:31][O:30][C:28](=[O:29])[CH2:27][C:26](=[CH:5][C:1]([O:3][CH3:4])=[O:2])[CH2:32][C:33]([O:35][CH3:36])=[O:34]. (6) The reactants are [C:1]([O:5][C:6]([NH:8][CH2:9][CH:10]([CH2:15][CH:16]([CH3:18])[CH3:17])[CH2:11][C:12]([OH:14])=[O:13])=[O:7])([CH3:4])([CH3:3])[CH3:2].C([O-])([O-])=O.[Cs+].[Cs+].[CH2:25](Br)[C:26]1[CH:31]=[CH:30][CH:29]=[CH:28][CH:27]=1. The catalyst is CN(C=O)C. The product is [C:1]([O:5][C:6]([NH:8][CH2:9][CH:10]([CH2:15][CH:16]([CH3:18])[CH3:17])[CH2:11][C:12]([O:14][CH2:25][C:26]1[CH:31]=[CH:30][CH:29]=[CH:28][CH:27]=1)=[O:13])=[O:7])([CH3:4])([CH3:3])[CH3:2]. The yield is 1.00. (7) The reactants are Cl[C:2]1S[C:5]([C:7]2[C:16]([O:17][C:18]3[C:27]4[C:22](=[CH:23][C:24]([O:30][CH3:31])=[C:25]([O:28][CH3:29])[CH:26]=4)[N:21]=[CH:20][CH:19]=3)=[CH:15][C:14]3[C:9](=[CH:10][CH:11]=[CH:12][CH:13]=3)[N:8]=2)=[CH:4][C:3]=1[CH3:32]. The catalyst is C(N(CC)CC)C.CN(C)C=O.[OH-].[Pd+2].[OH-]. The product is [CH3:29][O:28][C:25]1[CH:26]=[C:27]2[C:22](=[CH:23][C:24]=1[O:30][CH3:31])[N:21]=[CH:20][CH:19]=[C:18]2[O:17][C:16]1[C:7]([CH2:5][CH2:4][CH:3]([CH3:32])[CH3:2])=[N:8][C:9]2[C:14]([CH:15]=1)=[CH:13][CH:12]=[CH:11][CH:10]=2. The yield is 0.560. (8) The product is [CH3:4][C:2]([N:5]1[C:10]([OH:11])=[C:9]([C:30]([NH:29][CH2:45][C:49]([OH:51])=[O:50])=[O:31])[C:8](=[O:12])[N:7]([CH2:13][C:14]2[CH:19]=[CH:18][C:17]([C:20]([CH3:23])([CH3:22])[CH3:21])=[CH:16][CH:15]=2)[C:6]1=[O:24])([CH3:1])[CH3:3]. The catalyst is ClCCl. The reactants are [CH3:1][C:2]([N:5]1[C:10](=[O:11])[CH2:9][C:8](=[O:12])[N:7]([CH2:13][C:14]2[CH:19]=[CH:18][C:17]([C:20]([CH3:23])([CH3:22])[CH3:21])=[CH:16][CH:15]=2)[C:6]1=[O:24])([CH3:4])[CH3:3].C([N:29]=[C:30]=[O:31])(C)(C)C.C(C1C=CC(CN)=CC=1)(C)(C)C.Cl[C:45](Cl)([C:49]([O-:51])=[O:50])C([O-])=O. The yield is 0.790. (9) The reactants are [CH3:1][C:2]1[C:6]([CH2:7][N:8]2[CH:12]=[C:11]([NH:13][C:14](=[O:25])[C:15]3[CH:20]=[C:19]([O:21][CH3:22])[C:18](O)=[C:17](O)[CH:16]=3)[CH:10]=[N:9]2)=[C:5]([CH3:26])[O:4][N:3]=1.[C:27](=[O:30])([O-])[O-:28].[Cs+].[Cs+].Br[CH:34](Br)C. No catalyst specified. The product is [CH3:1][C:2]1[C:6]([CH2:7][N:8]2[CH:12]=[C:11]([NH:13][C:14]([C:15]3[CH:20]=[C:19]([O:21][CH3:22])[C:18]4[O:28][CH:27]([CH3:34])[O:30][C:17]=4[CH:16]=3)=[O:25])[CH:10]=[N:9]2)=[C:5]([CH3:26])[O:4][N:3]=1. The yield is 0.250.